Dataset: Reaction yield outcomes from USPTO patents with 853,638 reactions. Task: Predict the reaction yield, written as a fraction of the theoretical maximum amount of product (1.0 means a 100% yield; for example, 0.34 means a 34% yield). (1) The yield is 0.990. The reactants are C([O:8][N:9]1[C:15](=[O:16])[N:14]2[CH2:17][C@H:10]1[CH2:11][CH2:12][C@H:13]2[C:18]([NH:20][NH:21][C:22](=[O:33])[C@H:23]([NH:25][C:26](=[O:32])[O:27][C:28]([CH3:31])([CH3:30])[CH3:29])[CH3:24])=[O:19])C1C=CC=CC=1. The catalyst is CO.[Pd]. The product is [OH:8][N:9]1[C:15](=[O:16])[N:14]2[CH2:17][C@H:10]1[CH2:11][CH2:12][C@H:13]2[C:18]([NH:20][NH:21][C:22](=[O:33])[C@H:23]([NH:25][C:26](=[O:32])[O:27][C:28]([CH3:30])([CH3:29])[CH3:31])[CH3:24])=[O:19]. (2) The reactants are [CH3:1][C:2]1[N:7]=[C:6]([C:8]2[CH:13]=[CH:12][CH:11]=[C:10]([C:14]3[CH:15]=[C:16]([S:20](Cl)(=[O:22])=[O:21])[CH:17]=[CH:18][CH:19]=3)[N:9]=2)[CH:5]=[C:4]([C:24]2[CH:29]=[CH:28][C:27]([C:30]([F:33])([F:32])[F:31])=[CH:26][CH:25]=2)[CH:3]=1.[NH:34]([CH2:38][CH2:39][OH:40])[CH2:35][CH2:36][OH:37]. The catalyst is C1COCC1.CCOC(C)=O. The product is [OH:37][CH2:36][CH2:35][N:34]([CH2:38][CH2:39][OH:40])[S:20]([C:16]1[CH:17]=[CH:18][CH:19]=[C:14]([C:10]2[N:9]=[C:8]([C:6]3[CH:5]=[C:4]([C:24]4[CH:29]=[CH:28][C:27]([C:30]([F:32])([F:33])[F:31])=[CH:26][CH:25]=4)[CH:3]=[C:2]([CH3:1])[N:7]=3)[CH:13]=[CH:12][CH:11]=2)[CH:15]=1)(=[O:22])=[O:21]. The yield is 0.500. (3) The reactants are [CH2:1]([N:8]1[CH2:13][CH2:12][CH:11]([OH:14])[CH2:10][CH2:9]1)[C:2]1[CH:7]=[CH:6][CH:5]=[CH:4][CH:3]=1.[H-].[Na+].Cl[C:18]1[N:33]=[CH:32][CH:31]=[CH:30][C:19]=1[C:20]([NH:22][C:23]1[CH:28]=[CH:27][CH:26]=[C:25]([Cl:29])[CH:24]=1)=[O:21].O. The catalyst is CN(C)C=O.CC(=O)OCC.CCCCCC. The product is [CH2:1]([N:8]1[CH2:13][CH2:12][CH:11]([O:14][C:18]2[N:33]=[CH:32][CH:31]=[CH:30][C:19]=2[C:20]([NH:22][C:23]2[CH:28]=[CH:27][CH:26]=[C:25]([Cl:29])[CH:24]=2)=[O:21])[CH2:10][CH2:9]1)[C:2]1[CH:3]=[CH:4][CH:5]=[CH:6][CH:7]=1. The yield is 0.337.